This data is from Full USPTO retrosynthesis dataset with 1.9M reactions from patents (1976-2016). The task is: Predict the reactants needed to synthesize the given product. Given the product [CH3:1][C:2]1[N:3]=[CH:4][C:5]2[N:6]([CH:8]=[C:9]([C:11](=[O:13])[CH2:21][C:19]([O:18][CH2:17][CH3:16])=[O:20])[N:10]=2)[CH:7]=1, predict the reactants needed to synthesize it. The reactants are: [CH3:1][C:2]1[N:3]=[CH:4][C:5]2[N:6]([CH:8]=[C:9]([C:11]([O:13]CC)=O)[N:10]=2)[CH:7]=1.[CH3:16][CH2:17][O:18][C:19]([CH3:21])=[O:20].[H-].[Na+].